Dataset: Forward reaction prediction with 1.9M reactions from USPTO patents (1976-2016). Task: Predict the product of the given reaction. (1) Given the reactants [Cl:1][C:2]1[C:3]([NH:11][CH2:12][C:13]2[CH:18]=[CH:17][C:16]([O:19][CH3:20])=[CH:15][C:14]=2[O:21][CH3:22])=[N:4][CH:5]=[C:6]([CH:10]=1)[C:7]([O-:9])=[O:8].[OH-].[Na+], predict the reaction product. The product is: [Cl:1][C:2]1[C:3]([NH:11][CH2:12][C:13]2[CH:18]=[CH:17][C:16]([O:19][CH3:20])=[CH:15][C:14]=2[O:21][CH3:22])=[N:4][CH:5]=[C:6]([CH:10]=1)[C:7]([OH:9])=[O:8]. (2) Given the reactants [O:1]1CCO[CH:2]1[C:6]1[CH:10]=[CH:9][O:8][C:7]=1[C:11]([N:13]1[C@@H:25]([C:26]([NH:28][CH3:29])=[O:27])[CH2:24][C:23]2[C:22]3[C:17](=[CH:18][CH:19]=[CH:20][CH:21]=3)[NH:16][C:15]=2[CH2:14]1)=[O:12].CC1C=CC(S(O)(=O)=O)=CC=1, predict the reaction product. The product is: [CH:2]([C:6]1[CH:10]=[CH:9][O:8][C:7]=1[C:11]([N:13]1[C@@H:25]([C:26]([NH:28][CH3:29])=[O:27])[CH2:24][C:23]2[C:22]3[C:17](=[CH:18][CH:19]=[CH:20][CH:21]=3)[NH:16][C:15]=2[CH2:14]1)=[O:12])=[O:1]. (3) Given the reactants [CH2:1]([NH:5][C:6]([C:8]1[C:16]2[C:11](=[CH:12][C:13]([O:17]C)=[CH:14][CH:15]=2)[N:10]([CH3:19])[C:9]=1[CH3:20])=[O:7])[CH:2]([CH3:4])[CH3:3].B(Br)(Br)Br, predict the reaction product. The product is: [CH2:1]([NH:5][C:6]([C:8]1[C:16]2[C:11](=[CH:12][C:13]([OH:17])=[CH:14][CH:15]=2)[N:10]([CH3:19])[C:9]=1[CH3:20])=[O:7])[CH:2]([CH3:4])[CH3:3]. (4) The product is: [C:1]12([CH2:8][O:9][C:10]3[CH:11]=[C:12]([C:16]4[C:24]5[C:23]([NH2:25])=[N:22][CH:21]=[N:20][C:19]=5[N:18]([CH:26]5[CH2:31][CH2:30][N:29]([CH2:37][CH2:36][S:33]([CH3:32])(=[O:35])=[O:34])[CH2:28][CH2:27]5)[CH:17]=4)[CH:13]=[CH:14][CH:15]=3)[O:7][CH:4]([CH2:5][CH2:6]1)[CH2:3][CH2:2]2. Given the reactants [C:1]12([CH2:8][O:9][C:10]3[CH:11]=[C:12]([C:16]4[C:24]5[C:23]([NH2:25])=[N:22][CH:21]=[N:20][C:19]=5[N:18]([CH:26]5[CH2:31][CH2:30][NH:29][CH2:28][CH2:27]5)[CH:17]=4)[CH:13]=[CH:14][CH:15]=3)[O:7][CH:4]([CH2:5][CH2:6]1)[CH2:3][CH2:2]2.[CH3:32][S:33]([CH:36]=[CH2:37])(=[O:35])=[O:34].C(N(CC)CC)C, predict the reaction product.